From a dataset of Peptide-MHC class I binding affinity with 185,985 pairs from IEDB/IMGT. Regression. Given a peptide amino acid sequence and an MHC pseudo amino acid sequence, predict their binding affinity value. This is MHC class I binding data. (1) The binding affinity (normalized) is 0.552. The peptide sequence is LENCILIRL. The MHC is HLA-B44:02 with pseudo-sequence HLA-B44:02. (2) The peptide sequence is VPSIKSGNDI. The MHC is HLA-B53:01 with pseudo-sequence HLA-B53:01. The binding affinity (normalized) is 0.00436.